From a dataset of Peptide-MHC class II binding affinity with 134,281 pairs from IEDB. Regression. Given a peptide amino acid sequence and an MHC pseudo amino acid sequence, predict their binding affinity value. This is MHC class II binding data. (1) The peptide sequence is VWKRELNLLDKRQFE. The MHC is HLA-DQA10102-DQB10501 with pseudo-sequence HLA-DQA10102-DQB10501. The binding affinity (normalized) is 0.327. (2) The peptide sequence is FLCLFLLPSLATVAY. The MHC is DRB5_0101 with pseudo-sequence DRB5_0101. The binding affinity (normalized) is 0.296.